From a dataset of Catalyst prediction with 721,799 reactions and 888 catalyst types from USPTO. Predict which catalyst facilitates the given reaction. (1) Reactant: [CH2:1]1[C:30]2[C:5](=[CH:6][C:7]3[C:8](=O)[C:9]4[C:26]([CH2:27][C:28]=3[CH:29]=2)=[CH:25][C:24]2[C:23](=O)[C:22]3[C:13](=[CH:14][C:15]5[CH2:16][CH2:17][CH2:18][CH2:19][C:20]=5[CH:21]=3)[CH2:12][C:11]=2[CH:10]=4)[CH2:4][CH2:3][CH2:2]1.C1C2C(=CC3C(=O)C4C(CC=3C=2)=CC2CC3C(=CC5CCCCC=5C=3)C(=O)C=2C=4)CCC1. Product: [CH2:16]1[C:15]2[C:20](=[CH:21][C:22]3[C:13]([CH:14]=2)=[CH:12][C:11]2[C:24](=[CH:25][C:26]4[C:9]([CH:10]=2)=[CH:8][C:7]2[C:28](=[CH:29][C:30]5[CH2:1][CH2:2][CH2:3][CH2:4][C:5]=5[CH:6]=2)[CH:27]=4)[CH:23]=3)[CH2:19][CH2:18][CH2:17]1. The catalyst class is: 270. (2) Reactant: [CH2:1]([N:3]([CH3:16])[CH:4]=[N:5][C:6]1[CH:7]=[C:8]2[C:12](=[CH:13][C:14]=1[CH3:15])[NH:11][N:10]=[CH:9]2)[CH3:2].C([O-])([O-])=O.[K+].[K+].[CH3:23][O:24][N:25]=[C:26]([CH2:29][O:30][C:31]1[CH:36]=[CH:35][CH:34]=[C:33]([C:37]([F:40])([F:39])[F:38])[CH:32]=1)[CH2:27]Br. Product: [CH2:1]([N:3]([CH3:16])[CH:4]=[N:5][C:6]1[CH:7]=[C:8]2[C:12](=[CH:13][C:14]=1[CH3:15])[N:11]([CH2:27][C:26](=[N:25][O:24][CH3:23])[CH2:29][O:30][C:31]1[CH:36]=[CH:35][CH:34]=[C:33]([C:37]([F:39])([F:40])[F:38])[CH:32]=1)[N:10]=[CH:9]2)[CH3:2]. The catalyst class is: 18. (3) Reactant: C([O-])(=O)C.[Na+].[CH3:6][O:7][C:8]1[CH:13]=[CH:12][CH:11]=[CH:10][N:9]=1.[Br:14]Br.[OH-].[Na+].S([O-])([O-])=O.[Na+].[Na+]. Product: [Br:14][C:11]1[CH:12]=[CH:13][C:8]([O:7][CH3:6])=[N:9][CH:10]=1. The catalyst class is: 69. (4) Reactant: [C:1]([C:5]1[CH:6]=[C:7]([NH:17][C:18]([NH:20][C:21]2[CH:22]=[N:23][C:24]([N:27]3[CH2:32][CH2:31][NH:30][CH2:29][CH2:28]3)=[CH:25][CH:26]=2)=[O:19])[N:8]([C:10]2[CH:15]=[CH:14][C:13]([CH3:16])=[CH:12][CH:11]=2)[N:9]=1)([CH3:4])([CH3:3])[CH3:2].C(N(CC)CC)C.[CH3:40][C:41]([CH3:46])([CH3:45])[C:42](Cl)=[O:43]. Product: [C:1]([C:5]1[CH:6]=[C:7]([NH:17][C:18]([NH:20][C:21]2[CH:22]=[N:23][C:24]([N:27]3[CH2:28][CH2:29][N:30]([C:42](=[O:43])[C:41]([CH3:46])([CH3:45])[CH3:40])[CH2:31][CH2:32]3)=[CH:25][CH:26]=2)=[O:19])[N:8]([C:10]2[CH:15]=[CH:14][C:13]([CH3:16])=[CH:12][CH:11]=2)[N:9]=1)([CH3:4])([CH3:2])[CH3:3]. The catalyst class is: 2. (5) Reactant: [C:1]12([CH:11]([OH:24])[CH2:12][NH:13][C:14]3[C:15]4[CH2:23][CH2:22][NH:21][CH2:20][C:16]=4[N:17]=[CH:18][N:19]=3)[CH2:10][CH:5]3[CH2:6][CH:7]([CH2:9][CH:3]([CH2:4]3)[CH2:2]1)[CH2:8]2.[C:25]([O:29][C:30]([NH:32][C@@H:33]([C:35](O)=[O:36])[CH3:34])=[O:31])([CH3:28])([CH3:27])[CH3:26].O.ON1C2C=CC=CC=2N=N1.Cl.CN(C)CCCN=C=NCC.C(N(CC)C(C)C)(C)C. Product: [C:25]([O:29][C:30](=[O:31])[NH:32][C@H:33]([CH3:34])[C:35]([N:21]1[CH2:22][CH2:23][C:15]2[C:14]([NH:13][CH2:12][CH:11]([C:1]34[CH2:2][CH:3]5[CH2:4][CH:5]([CH2:6][CH:7]([CH2:9]5)[CH2:8]3)[CH2:10]4)[OH:24])=[N:19][CH:18]=[N:17][C:16]=2[CH2:20]1)=[O:36])([CH3:28])([CH3:26])[CH3:27]. The catalyst class is: 2. (6) Reactant: Br[CH2:2][C:3]1([CH3:7])[CH2:6][O:5][CH2:4]1.[F:8][C:9]([F:31])([C:12]([F:30])([F:29])[C:13]([F:28])([F:27])[C:14]([F:26])([F:25])[C:15]([F:24])([F:23])[C:16]([F:22])([F:21])[C:17]([F:20])([F:19])[F:18])[CH2:10][OH:11].[OH-].[K+]. Product: [F:8][C:9]([F:31])([C:12]([F:29])([F:30])[C:13]([F:27])([F:28])[C:14]([F:25])([F:26])[C:15]([F:23])([F:24])[C:16]([F:22])([F:21])[C:17]([F:20])([F:19])[F:18])[CH2:10][O:11][CH2:2][C:3]1([CH3:7])[CH2:6][O:5][CH2:4]1. The catalyst class is: 568. (7) Reactant: [CH3:1][C:2]1[CH:3]=[C:4]2[C:8](=[CH:9][CH:10]=1)[C:7](=[O:11])[NH:6][CH2:5]2.[N+:12]([O-])([OH:14])=[O:13]. Product: [CH3:1][C:2]1[CH:3]=[C:4]2[C:8](=[CH:9][C:10]=1[N+:12]([O-:14])=[O:13])[C:7](=[O:11])[NH:6][CH2:5]2. The catalyst class is: 65. (8) Reactant: [N+:1]([C:4]1[CH:18]=[CH:17][C:7]([CH2:8][NH:9][CH2:10][CH2:11][N:12]2[CH2:16][CH2:15][CH2:14][CH2:13]2)=[CH:6][CH:5]=1)([O-])=O.O.NN. Product: [N:12]1([CH2:11][CH2:10][NH:9][CH2:8][C:7]2[CH:6]=[CH:5][C:4]([NH2:1])=[CH:18][CH:17]=2)[CH2:13][CH2:14][CH2:15][CH2:16]1. The catalyst class is: 319.